From a dataset of Full USPTO retrosynthesis dataset with 1.9M reactions from patents (1976-2016). Predict the reactants needed to synthesize the given product. The reactants are: [CH2:1]([O:8][C:9]1[C:10](=[O:16])[CH:11]=[C:12]([CH3:15])O[CH:14]=1)[C:2]1[CH:7]=[CH:6][CH:5]=[CH:4][CH:3]=1.[NH2:17][C:18]1[CH:19]=[C:20]([C:24]2[CH:29]=[CH:28][CH:27]=[CH:26][CH:25]=2)[CH:21]=[CH:22][CH:23]=1. Given the product [CH2:1]([O:8][C:9]1[C:10](=[O:16])[CH:11]=[C:12]([CH3:15])[N:17]([C:18]2[CH:19]=[C:20]([C:24]3[CH:25]=[CH:26][CH:27]=[CH:28][CH:29]=3)[CH:21]=[CH:22][CH:23]=2)[CH:14]=1)[C:2]1[CH:3]=[CH:4][CH:5]=[CH:6][CH:7]=1, predict the reactants needed to synthesize it.